Dataset: Full USPTO retrosynthesis dataset with 1.9M reactions from patents (1976-2016). Task: Predict the reactants needed to synthesize the given product. (1) Given the product [Cl:36][C:31]1[C:30]([CH3:37])=[N:29][C:28]2[N:33]([N:34]=[C:26]3[CH2:25][N:24]([C:22]([C:16]4[CH:17]=[CH:18][C:19]([F:21])=[CH:20][C:15]=4[O:14][C@H:10]4[CH2:11][CH2:12][CH2:13][NH:8][CH2:9]4)=[O:23])[CH2:38][C:27]3=2)[C:32]=1[CH3:35], predict the reactants needed to synthesize it. The reactants are: C(OC([N:8]1[CH2:13][CH2:12][CH2:11][C@H:10]([O:14][C:15]2[CH:20]=[C:19]([F:21])[CH:18]=[CH:17][C:16]=2[C:22]([N:24]2[CH2:38][C:27]3=[C:28]4[N:33]([N:34]=[C:26]3[CH2:25]2)[C:32]([CH3:35])=[C:31]([Cl:36])[C:30]([CH3:37])=[N:29]4)=[O:23])[CH2:9]1)=O)(C)(C)C.C(O)(C(F)(F)F)=O. (2) Given the product [CH3:1][C:2]1[N:7]([CH2:8][C:9]2[S:10][C:11]([C:14]([F:17])([F:16])[F:15])=[CH:12][CH:13]=2)[C:6](=[O:18])[N:5]=[C:4]([N:24]2[CH2:23][CH2:22][N:21]([C:27]([O:29][C:30]([CH3:33])([CH3:32])[CH3:31])=[O:28])[CH2:26][CH2:25]2)[N:3]=1, predict the reactants needed to synthesize it. The reactants are: [CH3:1][C:2]1[N:7]([CH2:8][C:9]2[S:10][C:11]([C:14]([F:17])([F:16])[F:15])=[CH:12][CH:13]=2)[C:6](=[O:18])[N:5]=[C:4](SC)[N:3]=1.[N:21]1([C:27]([O:29][C:30]([CH3:33])([CH3:32])[CH3:31])=[O:28])[CH2:26][CH2:25][NH:24][CH2:23][CH2:22]1. (3) Given the product [ClH:1].[C:2]1([CH2:8][CH2:9][C:10]2[N:11]=[C:12]([CH:15]3[CH2:20][CH2:19][NH:18][CH2:17][CH2:16]3)[S:13][CH:14]=2)[CH:7]=[CH:6][CH:5]=[CH:4][CH:3]=1, predict the reactants needed to synthesize it. The reactants are: [ClH:1].[C:2]1([CH2:8][CH2:9][C:10]2[N:11]=[C:12]([CH:15]3[CH2:20][CH2:19][N:18](C(OC(C)(C)C)=O)[CH2:17][CH2:16]3)[S:13][CH:14]=2)[CH:7]=[CH:6][CH:5]=[CH:4][CH:3]=1. (4) Given the product [N+:22]([C:25]1[CH:30]=[C:29]([C:2]2[C:10]3[S:9][C:8]([NH:11][C:12]([C:14]4[S:15][C:16]([CH3:19])=[CH:17][CH:18]=4)=[O:13])=[N:7][C:6]=3[C:5]([O:20][CH3:21])=[CH:4][CH:3]=2)[CH:28]=[CH:27][CH:26]=1)([O-:24])=[O:23], predict the reactants needed to synthesize it. The reactants are: I[C:2]1[C:10]2[S:9][C:8]([NH:11][C:12]([C:14]3[S:15][C:16]([CH3:19])=[CH:17][CH:18]=3)=[O:13])=[N:7][C:6]=2[C:5]([O:20][CH3:21])=[CH:4][CH:3]=1.[N+:22]([C:25]1[CH:26]=[C:27](B(O)O)[CH:28]=[CH:29][CH:30]=1)([O-:24])=[O:23]. (5) The reactants are: [C:1]([O:4][C@@H:5]1[C@@H:31]([O:32][C:33](=[O:35])[CH3:34])[C@H:30]([O:36][C:37](=[O:39])[CH3:38])[C@@H:29]([CH2:40][O:41][C:42](=[O:44])[CH3:43])[O:28][C@@H:6]1[O:7][C@H:8]1[O:22][C@H:21]([CH2:23][O:24][C:25](=[O:27])[CH3:26])[C@@H:19](O)[C@H:14]([O:15][C:16](=[O:18])[CH3:17])[C@H:9]1[O:10][C:11](=[O:13])[CH3:12])(=[O:3])[CH3:2].CCN(S(F)(F)[F:51])CC.CCOC(C)=O. Given the product [C:1]([O:4][C@@H:5]1[C@@H:31]([O:32][C:33](=[O:35])[CH3:34])[C@H:30]([O:36][C:37](=[O:39])[CH3:38])[C@@H:29]([CH2:40][O:41][C:42](=[O:44])[CH3:43])[O:28][C@@H:6]1[O:7][C@H:8]1[O:22][C@H:21]([CH2:23][O:24][C:25](=[O:27])[CH3:26])[C@H:19]([F:51])[C@H:14]([O:15][C:16](=[O:18])[CH3:17])[C@H:9]1[O:10][C:11](=[O:13])[CH3:12])(=[O:3])[CH3:2], predict the reactants needed to synthesize it. (6) Given the product [CH3:20][C:16]1[C:17]2[C:12](=[CH:11][C:10]([C:2]3[O:1][C:5]4[CH:6]=[CH:7][CH:8]=[CH:9][C:4]=4[C:3]=3[C:25](=[O:30])[CH2:26][CH2:27][CH2:28][CH3:29])=[CH:19][CH:18]=2)[CH:13]=[CH:14][C:15]=1[O:21][CH2:22][C:23]#[N:24], predict the reactants needed to synthesize it. The reactants are: [O:1]1[C:5]2[CH:6]=[CH:7][CH:8]=[CH:9][C:4]=2[CH:3]=[C:2]1[C:10]1[CH:11]=[C:12]2[C:17](=[CH:18][CH:19]=1)[C:16]([CH3:20])=[C:15]([O:21][CH2:22][C:23]#[N:24])[CH:14]=[CH:13]2.[C:25](Cl)(=[O:30])[CH2:26][CH2:27][CH2:28][CH3:29].[Sn](Cl)(Cl)(Cl)Cl. (7) Given the product [NH2:13][C:11]1[N:10]2[N:25]=[C:26]([C:28]3[O:29][CH:30]=[CH:31][CH:32]=3)[N:27]=[C:9]2[CH:8]=[C:7]([CH2:6][O:5][C:4]2[CH:33]=[CH:34][CH:35]=[C:2]([Br:1])[CH:3]=2)[N:12]=1, predict the reactants needed to synthesize it. The reactants are: [Br:1][C:2]1[CH:3]=[C:4]([CH:33]=[CH:34][CH:35]=1)[O:5][CH2:6][C:7]1[N:12]=[C:11]([NH:13]CC2C=CC(OC)=C(OC)C=2)[N:10]2[N:25]=[C:26]([C:28]3[O:29][CH:30]=[CH:31][CH:32]=3)[N:27]=[C:9]2[CH:8]=1.C1(OC)C=CC=CC=1.FC(F)(F)S(O)(=O)=O.[OH-].[Na+].